Dataset: Full USPTO retrosynthesis dataset with 1.9M reactions from patents (1976-2016). Task: Predict the reactants needed to synthesize the given product. (1) Given the product [O:27]=[C:9]1[C:10]2([C:20]3[CH:21]=[CH:22][C:23]([C:25]#[N:26])=[CH:24][C:19]=3[O:18][CH2:17]2)[C:11]2[C:16](=[CH:15][CH:14]=[CH:13][CH:12]=2)[NH:8]1, predict the reactants needed to synthesize it. The reactants are: C1(C(C2C=CC=CC=2)[N:8]2[C:16]3[C:11](=[CH:12][CH:13]=[CH:14][CH:15]=3)[C:10]3([C:20]4[CH:21]=[CH:22][C:23]([C:25]#[N:26])=[CH:24][C:19]=4[O:18][CH2:17]3)[C:9]2=[O:27])C=CC=CC=1.FC(F)(F)C(O)=O. (2) Given the product [C:47]([O:51][C:52]([NH:54][CH2:55][C:56]([O:27][C@H:22]1[CH2:23][CH2:24][CH2:25][CH2:26][C@@H:21]1[NH:20][C:18]1[CH:19]=[C:11]([N:8]2[C:9]3[CH2:10][C:2]([CH3:34])([CH3:1])[CH2:3][C:4](=[O:33])[C:5]=3[C:6]([C:29]([F:31])([F:32])[F:30])=[N:7]2)[CH:12]=[C:13]([F:28])[C:14]=1[C:15](=[O:16])[NH2:17])=[O:57])=[O:53])([CH3:50])([CH3:49])[CH3:48], predict the reactants needed to synthesize it. The reactants are: [CH3:1][C:2]1([CH3:34])[CH2:10][C:9]2[N:8]([C:11]3[CH:19]=[C:18]([NH:20][C@H:21]4[CH2:26][CH2:25][CH2:24][CH2:23][C@@H:22]4[OH:27])[C:14]([C:15]([NH2:17])=[O:16])=[C:13]([F:28])[CH:12]=3)[N:7]=[C:6]([C:29]([F:32])([F:31])[F:30])[C:5]=2[C:4](=[O:33])[CH2:3]1.Cl.CN(C)CCCN=C=NCC.[C:47]([O:51][C:52]([NH:54][CH2:55][C:56](O)=[O:57])=[O:53])([CH3:50])([CH3:49])[CH3:48].